Dataset: Full USPTO retrosynthesis dataset with 1.9M reactions from patents (1976-2016). Task: Predict the reactants needed to synthesize the given product. (1) Given the product [CH:10]1([S:9][C:5]2[N:4]=[C:3]([CH2:2][O:27][C:24]3[CH:25]=[CH:26][C:21]([CH:19]4[CH2:20][CH:18]4[C:16]([OH:17])=[O:15])=[CH:22][C:23]=3[F:28])[CH:8]=[CH:7][CH:6]=2)[CH2:13][CH2:12][CH2:11]1, predict the reactants needed to synthesize it. The reactants are: Cl[CH2:2][C:3]1[CH:8]=[CH:7][CH:6]=[C:5]([S:9][CH:10]2[CH2:13][CH2:12][CH2:11]2)[N:4]=1.C[O:15][C:16]([CH:18]1[CH2:20][CH:19]1[C:21]1[CH:26]=[CH:25][C:24]([OH:27])=[C:23]([F:28])[CH:22]=1)=[O:17]. (2) The reactants are: S(Cl)(Cl)=O.[Br:5][CH2:6][C:7]1[CH:8]=[C:9]([CH2:15][C:16]([OH:18])=[O:17])[CH:10]=[CH:11][C:12]=1[O:13][CH3:14].[CH3:19]O. Given the product [Br:5][CH2:6][C:7]1[CH:8]=[C:9]([CH2:15][C:16]([O:18][CH3:19])=[O:17])[CH:10]=[CH:11][C:12]=1[O:13][CH3:14], predict the reactants needed to synthesize it. (3) Given the product [Cl:1][C:2]1[CH:29]=[CH:28][C:27]([CH2:30][CH:31]=[O:32])=[CH:26][C:3]=1[CH2:4][N:5]1[CH2:6][CH2:7][C:8]2([O:13][CH2:12][CH2:11][N:10]([C:14]([C:16]3[N:17]=[C:18]([CH:21]([CH3:22])[CH3:23])[S:19][CH:20]=3)=[O:15])[CH2:9]2)[CH2:24][CH2:25]1, predict the reactants needed to synthesize it. The reactants are: [Cl:1][C:2]1[CH:29]=[CH:28][C:27]([CH2:30][CH2:31][OH:32])=[CH:26][C:3]=1[CH2:4][N:5]1[CH2:25][CH2:24][C:8]2([O:13][CH2:12][CH2:11][N:10]([C:14]([C:16]3[N:17]=[C:18]([CH:21]([CH3:23])[CH3:22])[S:19][CH:20]=3)=[O:15])[CH2:9]2)[CH2:7][CH2:6]1.FC(F)(F)C(O)=O.CC(OI1(OC(C)=O)(OC(C)=O)OC(=O)C2C=CC=CC1=2)=O. (4) Given the product [OH:26][CH:27]([CH3:31])[C:28]([NH:1][CH2:2][CH:3]1[CH2:8][CH2:7][C:6]2[C:9]3[C:14]([NH:15][C:16]4[CH:17]=[C:18]5[C:22](=[CH:23][CH:24]=4)[NH:21][N:20]=[CH:19]5)=[N:13][CH:12]=[N:11][C:10]=3[S:25][C:5]=2[CH2:4]1)=[O:29], predict the reactants needed to synthesize it. The reactants are: [NH2:1][CH2:2][CH:3]1[CH2:8][CH2:7][C:6]2[C:9]3[C:14]([NH:15][C:16]4[CH:17]=[C:18]5[C:22](=[CH:23][CH:24]=4)[NH:21][N:20]=[CH:19]5)=[N:13][CH:12]=[N:11][C:10]=3[S:25][C:5]=2[CH2:4]1.[OH:26][CH:27]([CH3:31])[C:28](O)=[O:29].F[P-](F)(F)(F)(F)F.CN(C(=[N+](C)C)ON1C2=NC=CC=C2N=N1)C. (5) Given the product [Cl:41][C:39]1[C:38]([N+:42]([O-:44])=[O:43])=[CH:37][C:36]([OH:45])=[C:23]([NH:22][C:20]([NH:12][C:11]2[CH:10]=[CH:9][C:8]([CH2:7][C:4]3[CH:5]=[CH:6][N:1]=[CH:2][CH:3]=3)=[CH:14][CH:13]=2)=[O:21])[CH:24]=1, predict the reactants needed to synthesize it. The reactants are: [N:1]1[CH:6]=[CH:5][C:4]([CH2:7][C:8]2[CH:14]=[CH:13][C:11]([NH2:12])=[CH:10][CH:9]=2)=[CH:3][CH:2]=1.C1N=CN([C:20]([N:22]2C=N[CH:24]=[CH:23]2)=[O:21])C=1.NC1C=CC=CC=1.NC1C=[C:39]([Cl:41])[C:38]([N+:42]([O-:44])=[O:43])=[CH:37][C:36]=1[OH:45]. (6) Given the product [F:36][C:31]1[CH:32]=[CH:33][CH:34]=[CH:35][C:30]=1[CH2:29][N:22]1[C:23]2=[N:24][CH:25]=[CH:26][CH:27]=[C:28]2[C:20]([C:9]2[N:8]=[C:7]3[C:12]([N:13]([CH2:16][CH2:17][O:18][CH3:19])[C:14](=[O:15])[NH:6]3)=[CH:11][N:10]=2)=[N:21]1, predict the reactants needed to synthesize it. The reactants are: COC1C=C(OC)C=CC=1C[N:6]1[C:14](=[O:15])[N:13]([CH2:16][CH2:17][O:18][CH3:19])[C:12]2[C:7]1=[N:8][C:9]([C:20]1[C:28]3[C:23](=[N:24][CH:25]=[CH:26][CH:27]=3)[N:22]([CH2:29][C:30]3[CH:35]=[CH:34][CH:33]=[CH:32][C:31]=3[F:36])[N:21]=1)=[N:10][CH:11]=2.C([SiH](CC)CC)C. (7) The reactants are: [Br:1][C:2]1[CH:3]=[N:4][N:5]([CH3:19])[C:6]=1[C:7]1[CH:12]=[C:11]([N+:13]([O-])=O)[CH:10]=[CH:9][C:8]=1[O:16][CH2:17][CH3:18].C(OC1C=CC([N+]([O-])=O)=CC=1C1N(C)N=CC=1)C.C1C(=O)N(Br)C(=O)C1.NC1C=CC=CC=1. Given the product [Br:1][C:2]1[CH:3]=[N:4][N:5]([CH3:19])[C:6]=1[C:7]1[CH:12]=[C:11]([NH2:13])[CH:10]=[CH:9][C:8]=1[O:16][CH2:17][CH3:18], predict the reactants needed to synthesize it. (8) Given the product [CH:1]1([NH:4][C:5]([C:7]2[C:16](=[O:17])[C:15]3[C:10](=[N:11][CH:12]=[CH:13][CH:14]=3)[N:9]([C:18]3[CH:23]=[CH:22][CH:21]=[C:20]([C:26]#[C:25][C:27]4[CH:28]=[N+:29]([O-:33])[CH:30]=[CH:31][CH:32]=4)[CH:19]=3)[CH:8]=2)=[O:6])[CH2:3][CH2:2]1, predict the reactants needed to synthesize it. The reactants are: [CH:1]([NH:4][C:5]([C:7]1[C:16](=[O:17])[C:15]2[C:10](=[N:11][CH:12]=[CH:13][CH:14]=2)[N:9]([C:18]2[CH:23]=[CH:22][CH:21]=[C:20](Br)[CH:19]=2)[CH:8]=1)=[O:6])([CH3:3])[CH3:2].[C:25]([C:27]1[CH:28]=[N+:29]([O-:33])[CH:30]=[CH:31][CH:32]=1)#[CH:26].C1(C(O)(C#C)C)C=CC=CC=1.